Dataset: HIV replication inhibition screening data with 41,000+ compounds from the AIDS Antiviral Screen. Task: Binary Classification. Given a drug SMILES string, predict its activity (active/inactive) in a high-throughput screening assay against a specified biological target. (1) The drug is N#Cc1nc(Nc2cccc3ccccc23)sc1N. The result is 0 (inactive). (2) The drug is O=C1N(c2ccccc2)C2(O)C(=O)c3ccccc3C2(O)N1c1ccccc1. The result is 0 (inactive). (3) The molecule is Cc1c2ccccc2n[c-](CS(=O)(=O)CCO)[n+]1=O. The result is 0 (inactive).